From a dataset of Full USPTO retrosynthesis dataset with 1.9M reactions from patents (1976-2016). Predict the reactants needed to synthesize the given product. (1) The reactants are: C([O:3][C:4]([C:6]1[CH:10]=[C:9]([CH3:11])[N:8]([C:12]2[CH:13]=[C:14]([C:18]3[CH:23]=[CH:22][CH:21]=[CH:20][C:19]=3[O:24][C:25]([F:28])([F:27])[F:26])[CH:15]=[CH:16][CH:17]=2)[N:7]=1)=[O:5])C.C(O)(=O)CC(CC(O)=O)(C(O)=O)O. Given the product [CH3:11][C:9]1[N:8]([C:12]2[CH:13]=[C:14]([C:18]3[CH:23]=[CH:22][CH:21]=[CH:20][C:19]=3[O:24][C:25]([F:28])([F:26])[F:27])[CH:15]=[CH:16][CH:17]=2)[N:7]=[C:6]([C:4]([OH:5])=[O:3])[CH:10]=1, predict the reactants needed to synthesize it. (2) Given the product [Cl:9][CH2:10][CH2:11][C:12]([C:6]1[CH:7]=[CH:8][C:1]([OH:2])=[CH:3][C:4]=1[OH:5])=[O:13], predict the reactants needed to synthesize it. The reactants are: [C:1]1([CH:8]=[CH:7][CH:6]=[C:4]([OH:5])[CH:3]=1)[OH:2].[Cl:9][CH2:10][CH2:11][C:12](O)=[O:13].FC(F)(F)S(O)(=O)=O. (3) The reactants are: C(OC([N:8]1[CH2:13][CH2:12][N:11]([CH2:14][C:15]2[CH:20]=[CH:19][CH:18]=[C:17]([C:21]3[CH:26]=[CH:25][N:24]=[C:23](Cl)[N:22]=3)[CH:16]=2)[CH:10]([C:28]#[N:29])[CH2:9]1)=O)(C)(C)C.[NH2:30][CH2:31][CH2:32][C:33]1[CH:38]=[CH:37][C:36]([OH:39])=[CH:35][CH:34]=1. Given the product [OH:39][C:36]1[CH:37]=[CH:38][C:33]([CH2:32][CH2:31][NH:30][C:23]2[N:22]=[C:21]([C:17]3[CH:16]=[C:15]([CH:20]=[CH:19][CH:18]=3)[CH2:14][N:11]3[CH2:12][CH2:13][NH:8][CH2:9][CH:10]3[C:28]#[N:29])[CH:26]=[CH:25][N:24]=2)=[CH:34][CH:35]=1, predict the reactants needed to synthesize it. (4) Given the product [NH2:22][C:12]1[CH:13]=[CH:14][C:15]([C:17]2[S:18][CH:19]=[CH:20][CH:21]=2)=[CH:16][C:11]=1[NH:10][C:8](=[O:9])[C:5]1[CH:4]=[CH:3][C:2]([N:43]2[CH2:44][CH2:45][C:40]3([CH2:37][NH:38][CH2:39]3)[CH2:41][CH2:42]2)=[N:7][CH:6]=1, predict the reactants needed to synthesize it. The reactants are: Cl[C:2]1[N:7]=[CH:6][C:5]([C:8]([NH:10][C:11]2[CH:16]=[C:15]([C:17]3[S:18][CH:19]=[CH:20][CH:21]=3)[CH:14]=[CH:13][C:12]=2[NH:22]C(=O)OC(C)(C)C)=[O:9])=[CH:4][CH:3]=1.CCN(CC)CC.[CH2:37]1[C:40]2([CH2:45][CH2:44][NH:43][CH2:42][CH2:41]2)[CH2:39][N:38]1C(OC(C)(C)C)=O. (5) Given the product [CH3:34][N:30]1[CH2:31][CH2:32][CH2:33][C@H:29]1[CH2:28][O:27][C:22]1[CH:23]=[C:24]2[C:19](=[CH:20][CH:21]=1)[CH:18]=[C:17]([C:11]1[C:10]3[C:14](=[CH:15][CH:16]=[C:8]([C:6]4[NH:44][N:43]=[C:41]([CH2:40][N:35]5[CH2:39][CH2:38][CH2:37][CH2:36]5)[N:7]=4)[CH:9]=3)[NH:13][N:12]=1)[CH:26]=[CH:25]2, predict the reactants needed to synthesize it. The reactants are: Cl.Cl.C(O[C:6]([C:8]1[CH:9]=[C:10]2[C:14](=[CH:15][CH:16]=1)[NH:13][N:12]=[C:11]2[C:17]1[CH:26]=[CH:25][C:24]2[C:19](=[CH:20][CH:21]=[C:22]([O:27][CH2:28][C@@H:29]3[CH2:33][CH2:32][CH2:31][N:30]3[CH3:34])[CH:23]=2)[CH:18]=1)=[NH:7])C.[N:35]1([CH2:40][C:41]([NH:43][NH2:44])=O)[CH2:39][CH2:38][CH2:37][CH2:36]1.C(N(CC)CC)C. (6) Given the product [CH3:14][C:12]1[C:13]2[C:16](=[O:18])[C:3]3[C:4](=[CH:5][CH:6]=[CH:7][C:2]=3[CH3:1])[C:8]=2[CH:9]=[C:10]([CH3:15])[CH:11]=1, predict the reactants needed to synthesize it. The reactants are: [CH3:1][C:2]1[CH:7]=[CH:6][CH:5]=[C:4]([C:8]2[CH:13]=[C:12]([CH3:14])[CH:11]=[C:10]([CH3:15])[CH:9]=2)[C:3]=1[C:16]([OH:18])=O.C([O-])([O-])=O.[K+].[K+]. (7) Given the product [CH3:1][C@@H:2]1[CH2:7][CH2:6][CH2:5][CH2:4][C@@H:3]1[N:8]1[C:9]2=[C:10]3[CH:20]=[CH:19][N:18]([CH2:21][O:22][CH2:23][CH2:24][Si:25]([CH3:28])([CH3:27])[CH3:26])[C:11]3=[N:12][CH:13]=[C:14]2[NH:31][C:34]1=[O:43], predict the reactants needed to synthesize it. The reactants are: [CH3:1][C@@H:2]1[CH2:7][CH2:6][CH2:5][CH2:4][C@@H:3]1[NH:8][C:9]1[C:14](C(O)=O)=[CH:13][N:12]=[C:11]2[N:18]([CH2:21][O:22][CH2:23][CH2:24][Si:25]([CH3:28])([CH3:27])[CH3:26])[CH:19]=[CH:20][C:10]=12.C([N:31]([CH2:34]C)CC)C.C1(P(N=[N+]=[N-])(C2C=CC=CC=2)=[O:43])C=CC=CC=1.CCOC(C)=O.